Dataset: Reaction yield outcomes from USPTO patents with 853,638 reactions. Task: Predict the reaction yield, written as a fraction of the theoretical maximum amount of product (1.0 means a 100% yield; for example, 0.34 means a 34% yield). (1) The reactants are Cl.[Br:2][C:3]1[CH:8]=[CH:7][C:6]([NH:9][NH2:10])=[CH:5][C:4]=1[CH3:11].[C:12](=O)(O)[O-].[Na+].[CH2:17](O)[CH3:18]. No catalyst specified. The product is [Br:2][C:3]1[CH:8]=[CH:7][C:6]([N:9]2[CH:18]=[CH:17][CH:12]=[N:10]2)=[CH:5][C:4]=1[CH3:11]. The yield is 0.730. (2) The reactants are [Cl:1][C:2]1[N:7]=[C:6]([NH:8][CH:9]2[CH2:13][CH2:12][CH2:11][CH2:10]2)[C:5]([C:14]#[C:15][CH:16]([O:20][CH2:21][CH3:22])[O:17][CH2:18][CH3:19])=[CH:4][N:3]=1.CCCC[N+](CCCC)(CCCC)CCCC.[F-]. The catalyst is C1COCC1. The product is [Cl:1][C:2]1[N:3]=[CH:4][C:5]2[CH:14]=[C:15]([CH:16]([O:20][CH2:21][CH3:22])[O:17][CH2:18][CH3:19])[N:8]([CH:9]3[CH2:13][CH2:12][CH2:11][CH2:10]3)[C:6]=2[N:7]=1. The yield is 0.760. (3) The reactants are [CH3:1][O:2][C:3]([C:5]1[S:6][CH:7]=[C:8]([Br:11])[C:9]=1[OH:10])=[O:4].[C:12](=O)([O-])[O-].[K+].[K+].IC. The catalyst is CC(C)=O. The product is [CH3:1][O:2][C:3]([C:5]1[S:6][CH:7]=[C:8]([Br:11])[C:9]=1[O:10][CH3:12])=[O:4]. The yield is 1.00. (4) The reactants are OO.O.[OH-].[Li+].[CH2:6]([O:26][C@H:27]([CH2:43][CH3:44])[C:28](N1[C@@H](C)[C@@H](C2C=CC=CC=2)OC1=O)=[O:29])[CH2:7][CH2:8][CH2:9]/[CH:10]=[CH:11]\[CH2:12]/[CH:13]=[CH:14]\[CH2:15]/[CH:16]=[CH:17]\[CH2:18]/[CH:19]=[CH:20]\[CH2:21]/[CH:22]=[CH:23]\[CH2:24][CH3:25].[O-:45]S([O-])=O.[Na+].[Na+].Cl. The catalyst is O1CCCC1.O. The product is [CH2:6]([O:26][C@H:27]([CH2:43][CH3:44])[C:28]([OH:29])=[O:45])[CH2:7][CH2:8][CH2:9]/[CH:10]=[CH:11]\[CH2:12]/[CH:13]=[CH:14]\[CH2:15]/[CH:16]=[CH:17]\[CH2:18]/[CH:19]=[CH:20]\[CH2:21]/[CH:22]=[CH:23]\[CH2:24][CH3:25]. The yield is 0.290. (5) The reactants are Br[C:2]1[CH:20]=[CH:19][C:5]([O:6][C:7]([CH3:18])([CH3:17])[CH2:8][O:9][Si:10]([C:13]([CH3:16])([CH3:15])[CH3:14])([CH3:12])[CH3:11])=[CH:4][CH:3]=1.[CH3:21][C:22]1([CH3:38])[C:26]([CH3:28])([CH3:27])[O:25][B:24]([B:24]2[O:25][C:26]([CH3:28])([CH3:27])[C:22]([CH3:38])([CH3:21])[O:23]2)[O:23]1.C([O-])(=O)C.[K+]. The catalyst is CN(C)C=O.C(OCC)(=O)C.C1C=CC(P(C2C=CC=CC=2)[C-]2C=CC=C2)=CC=1.C1C=CC(P(C2C=CC=CC=2)[C-]2C=CC=C2)=CC=1.Cl[Pd]Cl.[Fe+2]. The product is [C:13]([Si:10]([CH3:12])([CH3:11])[O:9][CH2:8][C:7]([CH3:18])([O:6][C:5]1[CH:19]=[CH:20][C:2]([B:24]2[O:25][C:26]([CH3:28])([CH3:27])[C:22]([CH3:38])([CH3:21])[O:23]2)=[CH:3][CH:4]=1)[CH3:17])([CH3:16])([CH3:15])[CH3:14]. The yield is 0.710. (6) The reactants are FC(F)(F)C(O)=O.C(OC([NH:15][C@@:16]1([C:33]([O:35][CH2:36][C:37]2[O:38][C:39](=[O:43])[O:40][C:41]=2[CH3:42])=[O:34])[CH2:21][CH2:20][C@@H:19]2[C@H:17]1[C@H:18]2[C:22]([O:24][CH2:25][C:26]1[O:27][C:28](=[O:32])[O:29][C:30]=1[CH3:31])=[O:23])=O)(C)(C)C.[CH2:44]([S:46]([OH:49])(=[O:48])=[O:47])[CH3:45]. The catalyst is C(Cl)Cl. The product is [CH2:44]([S:46]([OH:49])(=[O:48])=[O:47])[CH3:45].[NH2:15][C@@:16]1([C:33]([O:35][CH2:36][C:37]2[O:38][C:39](=[O:43])[O:40][C:41]=2[CH3:42])=[O:34])[CH2:21][CH2:20][C@@H:19]2[C@H:17]1[C@H:18]2[C:22]([O:24][CH2:25][C:26]1[O:27][C:28](=[O:32])[O:29][C:30]=1[CH3:31])=[O:23]. The yield is 0.720. (7) The reactants are [C:1]([O:5][C:6]([N:8]1[CH2:13][CH2:12][CH:11]([O:14][C:15]2[CH:23]=[C:22]([N:24]([CH3:26])[CH3:25])[CH:21]=[CH:20][C:16]=2[C:17]([OH:19])=O)[CH2:10][CH2:9]1)=[O:7])([CH3:4])([CH3:3])[CH3:2].[N:27]1C=CC=CC=1.C(Cl)(=O)C(Cl)=O.[Cl:39][C:40]1[CH:45]=[CH:44][C:43]([NH:46][C:47](=[O:55])[C:48]2[CH:53]=[CH:52][CH:51]=[CH:50][C:49]=2[NH2:54])=C[CH:41]=1. The catalyst is CN(C=O)C.C(Cl)Cl. The product is [CH3:25][N:24]([C:22]1[CH:21]=[CH:20][C:16]([C:17]([NH:54][C:49]2[CH:50]=[CH:51][CH:52]=[CH:53][C:48]=2[C:47]([NH:46][C:43]2[CH:44]=[CH:45][C:40]([Cl:39])=[CH:41][N:27]=2)=[O:55])=[O:19])=[C:15]([O:14][CH:11]2[CH2:12][CH2:13][N:8]([C:6]([O:5][C:1]([CH3:4])([CH3:3])[CH3:2])=[O:7])[CH2:9][CH2:10]2)[CH:23]=1)[CH3:26]. The yield is 0.830.